From a dataset of Catalyst prediction with 721,799 reactions and 888 catalyst types from USPTO. Predict which catalyst facilitates the given reaction. (1) Reactant: [CH3:1][C:2]1[C:6]([C:7]([O:9][CH3:10])=[O:8])=[CH:5][NH:4][N:3]=1.C(=O)([O-])[O-].[K+].[K+].[CH2:17](Br)[C:18]1[CH:23]=[CH:22][CH:21]=[CH:20][CH:19]=1.O. Product: [CH2:17]([N:4]1[CH:5]=[C:6]([C:7]([O:9][CH3:10])=[O:8])[C:2]([CH3:1])=[N:3]1)[C:18]1[CH:23]=[CH:22][CH:21]=[CH:20][CH:19]=1. The catalyst class is: 9. (2) Reactant: [CH3:1][C:2]1([CH3:27])[C:10]2[C:5](=[CH:6][CH:7]=[C:8]([N:11](C(OC(C)(C)C)=O)[NH:12]C(OC(C)(C)C)=O)[CH:9]=2)[CH2:4][CH2:3]1.FC(F)(F)C(O)=O.[C:35]([O:41]CC)(=O)[CH2:36][C:37]([CH3:39])=O. Product: [CH3:1][C:2]1([CH3:27])[C:10]2[C:5](=[CH:6][CH:7]=[C:8]([N:11]3[C:35](=[O:41])[CH2:36][C:37]([CH3:39])=[N:12]3)[CH:9]=2)[CH2:4][CH2:3]1. The catalyst class is: 15. (3) Reactant: C([O:8][C:9]1[CH:14]=[CH:13][C:12]([O:15][CH3:16])=[CH:11][C:10]=1/[CH:17]=[CH:18]/[C:19]([O:21][CH2:22][CH3:23])=[O:20])C1C=CC=CC=1. Product: [OH:8][C:9]1[CH:14]=[CH:13][C:12]([O:15][CH3:16])=[CH:11][C:10]=1[CH2:17][CH2:18][C:19]([O:21][CH2:22][CH3:23])=[O:20]. The catalyst class is: 481. (4) Reactant: [Br:1][C:2]1[CH:3]=[C:4]([C:9]23[CH2:16][CH:15]([OH:17])[CH2:14][CH:13]2[CH2:12][O:11][N:10]3CC2C=CC(OC)=CC=2OC)[CH:5]=[CH:6][C:7]=1[F:8].C([SiH](CC)CC)C. Product: [Br:1][C:2]1[CH:3]=[C:4]([C:9]23[CH2:16][CH:15]([OH:17])[CH2:14][CH:13]2[CH2:12][O:11][NH:10]3)[CH:5]=[CH:6][C:7]=1[F:8]. The catalyst class is: 67. (5) Reactant: [NH2:1][CH:2]([C:9]([CH3:13])([CH3:12])[CH2:10][CH3:11])[CH2:3][C:4]([O:6][CH2:7][CH3:8])=[O:5].[F:14][C:15]1[CH:16]=[C:17]2[C:23]([C:24]3[N:29]=[C:28](S(C)=O)[C:27]([F:33])=[CH:26][N:25]=3)=[CH:22][N:21]([S:34]([C:37]3[CH:42]=[CH:41][C:40]([CH3:43])=[CH:39][CH:38]=3)(=[O:36])=[O:35])[C:18]2=[N:19][CH:20]=1.C(N(CC)C(C)C)(C)C. Product: [F:33][C:27]1[C:28]([NH:1][CH:2]([C:9]([CH3:12])([CH3:13])[CH2:10][CH3:11])[CH2:3][C:4]([O:6][CH2:7][CH3:8])=[O:5])=[N:29][C:24]([C:23]2[C:17]3[C:18](=[N:19][CH:20]=[C:15]([F:14])[CH:16]=3)[N:21]([S:34]([C:37]3[CH:42]=[CH:41][C:40]([CH3:43])=[CH:39][CH:38]=3)(=[O:36])=[O:35])[CH:22]=2)=[N:25][CH:26]=1. The catalyst class is: 1. (6) Reactant: [F:1][C:2]1[CH:3]=[C:4]([CH:13]=[CH2:14])[C:5]([CH3:12])=[C:6]2[C:10]=1[C:9](=[O:11])[O:8][CH2:7]2.C1C=C(Cl)C=C(C(OO)=[O:23])C=1. Product: [F:1][C:2]1[CH:3]=[C:4]([CH:13]2[CH2:14][O:23]2)[C:5]([CH3:12])=[C:6]2[C:10]=1[C:9](=[O:11])[O:8][CH2:7]2. The catalyst class is: 2.